This data is from Full USPTO retrosynthesis dataset with 1.9M reactions from patents (1976-2016). The task is: Predict the reactants needed to synthesize the given product. The reactants are: Br[C:2]1[CH:31]=[CH:30][C:5]([CH2:6][N:7]([C:17]2[CH:18]=[CH:19][C:20]3[C:25](=[O:26])[O:24][C:23]([CH3:28])([CH3:27])[O:22][C:21]=3[CH:29]=2)[C:8](=[O:16])[CH2:9][CH2:10][CH:11]2[CH2:15][CH2:14][CH2:13][CH2:12]2)=[CH:4][CH:3]=1.[C:32]([C:36]1[CH:41]=[CH:40][C:39]([C:42]#[CH:43])=[CH:38][CH:37]=1)([CH3:35])([CH3:34])[CH3:33]. Given the product [C:32]([C:36]1[CH:37]=[CH:38][C:39]([C:42]#[C:43][C:2]2[CH:3]=[CH:4][C:5]([CH2:6][N:7]([C:17]3[CH:18]=[CH:19][C:20]4[C:25](=[O:26])[O:24][C:23]([CH3:27])([CH3:28])[O:22][C:21]=4[CH:29]=3)[C:8](=[O:16])[CH2:9][CH2:10][CH:11]3[CH2:12][CH2:13][CH2:14][CH2:15]3)=[CH:30][CH:31]=2)=[CH:40][CH:41]=1)([CH3:35])([CH3:34])[CH3:33], predict the reactants needed to synthesize it.